This data is from Forward reaction prediction with 1.9M reactions from USPTO patents (1976-2016). The task is: Predict the product of the given reaction. (1) Given the reactants [H-].[H-].[H-].[H-].[Li+].[Al+3].[F:7][C:8]1[CH:43]=[CH:42][C:11]([CH2:12][C:13]2[CH:22]=[CH:21][C:20]3[C:15](=[CH:16][CH:17]=[C:18]([O:23][CH3:24])[CH:19]=3)[C:14]=2[C:25]([C:27]2[CH:32]=[CH:31][C:30]([O:33][CH2:34][CH2:35][N:36]3[CH2:41][CH2:40][CH2:39][CH2:38][CH2:37]3)=[CH:29][CH:28]=2)=[O:26])=[CH:10][CH:9]=1, predict the reaction product. The product is: [F:7][C:8]1[CH:9]=[CH:10][C:11]([CH2:12][C:13]2[CH:22]=[CH:21][C:20]3[C:15](=[CH:16][CH:17]=[C:18]([O:23][CH3:24])[CH:19]=3)[C:14]=2[CH:25]([C:27]2[CH:32]=[CH:31][C:30]([O:33][CH2:34][CH2:35][N:36]3[CH2:41][CH2:40][CH2:39][CH2:38][CH2:37]3)=[CH:29][CH:28]=2)[OH:26])=[CH:42][CH:43]=1. (2) Given the reactants [CH2:8]([Si:7]([CH3:13])([CH3:12])N[Si:7]([CH3:13])([CH3:12])[CH2:8][CH2:9][CH2:10][CH3:11])[CH2:9][CH2:10][CH3:11].[F:16][C:17]([F:28])([F:27])[C:18]([O:20]C(=O)C(F)(F)F)=[O:19], predict the reaction product. The product is: [F:16][C:17]([F:28])([F:27])[C:18]([O:20][Si:7]([CH2:8][CH2:9][CH2:10][CH3:11])([CH3:12])[CH3:13])=[O:19]. (3) Given the reactants [CH2:1]([O:3][C:4](=[O:27])[CH2:5][CH:6]([N:13]1[C:21]2[C:16](=[CH:17][C:18]([O:22][CH2:23][CH2:24][O:25][NH2:26])=[CH:19][CH:20]=2)[CH:15]=[CH:14]1)[C:7]1[CH:12]=[CH:11][CH:10]=[CH:9][CH:8]=1)[CH3:2].Cl.[N:29]1([C:34]([NH2:36])=O)C=CC=N1, predict the reaction product. The product is: [CH2:1]([O:3][C:4](=[O:27])[CH2:5][CH:6]([N:13]1[C:21]2[C:16](=[CH:17][C:18]([O:22][CH2:23][CH2:24][O:25][NH:26][C:34]([NH2:36])=[NH:29])=[CH:19][CH:20]=2)[CH:15]=[CH:14]1)[C:7]1[CH:12]=[CH:11][CH:10]=[CH:9][CH:8]=1)[CH3:2]. (4) Given the reactants [Cl:1][C:2]1[N:3]=[CH:4][C:5]2[NH:14][C:13](=[O:15])[CH:12]3[CH:8]([CH2:9][CH2:10][CH2:11]3)[N:7]([CH:16]3[CH2:20][CH2:19][CH2:18][CH2:17]3)[C:6]=2[N:21]=1.[CH3:22]N(C)C=O.C(=O)([O-])[O-].[Cs+].[Cs+].IC, predict the reaction product. The product is: [Cl:1][C:2]1[N:3]=[CH:4][C:5]2[N:14]([CH3:22])[C:13](=[O:15])[CH:12]3[CH:8]([CH2:9][CH2:10][CH2:11]3)[N:7]([CH:16]3[CH2:20][CH2:19][CH2:18][CH2:17]3)[C:6]=2[N:21]=1. (5) Given the reactants [OH:1][CH:2]1[CH2:6][NH:5][C@H:4]([C:7]([OH:9])=[O:8])[CH2:3]1.O.[C:11]1([C:20]2[CH:25]=[CH:24][CH:23]=[CH:22][CH:21]=2)[CH:16]=[CH:15][C:14]([C:17](Cl)=[O:18])=[CH:13][CH:12]=1, predict the reaction product. The product is: [C:11]1([C:20]2[CH:21]=[CH:22][CH:23]=[CH:24][CH:25]=2)[CH:12]=[CH:13][C:14]([C:17]([N:5]2[CH2:6][C@H:2]([OH:1])[CH2:3][C@H:4]2[C:7]([OH:9])=[O:8])=[O:18])=[CH:15][CH:16]=1. (6) Given the reactants [NH2:1][OH:2].[N:3]1[CH:8]=[CH:7][CH:6]=[CH:5][C:4]=1[CH2:9][O:10][C:11]1[CH:16]=[CH:15][C:14]([C:17]2([C:24]3[CH:31]=[CH:30][C:27]([C:28]#[N:29])=[CH:26][CH:25]=3)[CH2:22][CH:21]3[CH2:23][CH:18]2[CH2:19][CH2:20]3)=[CH:13][CH:12]=1, predict the reaction product. The product is: [OH:2][N:1]=[C:28]([C:27]1[CH:30]=[CH:31][C:24]([C:17]2([C:14]3[CH:15]=[CH:16][C:11]([O:10][CH2:9][C:4]4[CH:5]=[CH:6][CH:7]=[CH:8][N:3]=4)=[CH:12][CH:13]=3)[CH2:22][CH:21]3[CH2:23][CH:18]2[CH2:19][CH2:20]3)=[CH:25][CH:26]=1)[NH2:29]. (7) Given the reactants Br[CH2:2][CH2:3][CH2:4][O:5][C:6]1[C:31]([O:32][CH3:33])=[CH:30][C:9]2[C:10]3[N:15]([CH:16]([C:18]([CH3:23])([CH3:22])[CH2:19][O:20][CH3:21])[CH2:17][C:8]=2[CH:7]=1)[CH:14]=[C:13]([C:24]([O:26][CH2:27][CH3:28])=[O:25])[C:12](=[O:29])[CH:11]=3.[NH:34]1[CH:38]=[CH:37][CH:36]=[N:35]1.C([O-])([O-])=O.[K+].[K+], predict the reaction product. The product is: [CH3:33][O:32][C:31]1[C:6]([O:5][CH2:4][CH2:3][CH2:2][N:34]2[CH:38]=[CH:37][CH:36]=[N:35]2)=[CH:7][C:8]2[CH2:17][CH:16]([C:18]([CH3:22])([CH3:23])[CH2:19][O:20][CH3:21])[N:15]3[C:10](=[CH:11][C:12](=[O:29])[C:13]([C:24]([O:26][CH2:27][CH3:28])=[O:25])=[CH:14]3)[C:9]=2[CH:30]=1. (8) Given the reactants [OH-].[Na+].C[O:4][C:5](=[O:16])[C:6]1[CH:11]=[CH:10][C:9](CN)=[C:8]([O:14][CH3:15])[CH:7]=1.Cl.CCN(CC)CC.C1C2C(COC(ON3C(=O)CCC3=O)=O)C3C(=CC=CC=3)C=2C=CC=1, predict the reaction product. The product is: [CH3:15][O:14][C:8]1[CH:7]=[C:6]([CH:11]=[CH:10][CH:9]=1)[C:5]([OH:16])=[O:4]. (9) The product is: [F:1][C:2]1[CH:7]=[CH:6][C:5]([C:8](=[CH2:22])[C:9]([C:11]2[CH:16]=[CH:15][CH:14]=[C:13]([C:17]([F:18])([F:19])[F:20])[CH:12]=2)=[O:10])=[CH:4][CH:3]=1. Given the reactants [F:1][C:2]1[CH:7]=[CH:6][C:5]([CH2:8][C:9]([C:11]2[CH:16]=[CH:15][CH:14]=[C:13]([C:17]([F:20])([F:19])[F:18])[CH:12]=2)=[O:10])=[CH:4][CH:3]=1.N1CCCC[CH2:22]1.C(O)(=O)C, predict the reaction product.